This data is from Catalyst prediction with 721,799 reactions and 888 catalyst types from USPTO. The task is: Predict which catalyst facilitates the given reaction. (1) Reactant: [C:1]([C:5]1[CH:10]=[C:9]([O:11][CH3:12])[CH:8]=[C:7]([C:13]([CH3:16])([CH3:15])[CH3:14])[C:6]=1[OH:17])([CH3:4])([CH3:3])[CH3:2].[C:18](OC(=O)C)(=[O:20])[CH3:19].S(=O)(=O)(O)O.O. Product: [C:18]([O:17][C:6]1[C:7]([C:13]([CH3:16])([CH3:15])[CH3:14])=[CH:8][C:9]([O:11][CH3:12])=[CH:10][C:5]=1[C:1]([CH3:4])([CH3:3])[CH3:2])(=[O:20])[CH3:19]. The catalyst class is: 10. (2) Reactant: [N+:1]([C:4]1[CH:21]=[CH:20][C:7]([O:8][C:9]2[CH:14]=[CH:13][C:12]([C:15]3[O:16][CH:17]=[CH:18][N:19]=3)=[CH:11][CH:10]=2)=[CH:6][CH:5]=1)([O-])=O. Product: [O:16]1[CH:17]=[CH:18][N:19]=[C:15]1[C:12]1[CH:13]=[CH:14][C:9]([O:8][C:7]2[CH:20]=[CH:21][C:4]([NH2:1])=[CH:5][CH:6]=2)=[CH:10][CH:11]=1. The catalyst class is: 407. (3) Reactant: [CH3:1][C:2]1[C:6]([C:7]2[CH:8]=[C:9](I)[C:10]3[N:14]=[C:13]([NH:15][S:16]([CH:19]([CH3:21])[CH3:20])(=[O:18])=[O:17])[NH:12][C:11]=3[CH:22]=2)=[C:5]([CH3:24])[O:4][N:3]=1.[CH3:25][C:26]1[C:27](B(O)O)=[C:28]2[C:33](=[CH:34][CH:35]=1)[N:32]=[CH:31][CH:30]=[CH:29]2.N12CCCN=C1CCCCC2.[Cl-].[NH4+]. Product: [CH3:1][C:2]1[C:6]([C:7]2[CH:8]=[C:9]([C:27]3[C:26]([CH3:25])=[CH:35][CH:34]=[C:33]4[C:28]=3[CH:29]=[CH:30][CH:31]=[N:32]4)[C:10]3[N:14]=[C:13]([NH:15][S:16]([CH:19]([CH3:21])[CH3:20])(=[O:18])=[O:17])[NH:12][C:11]=3[CH:22]=2)=[C:5]([CH3:24])[O:4][N:3]=1. The catalyst class is: 179. (4) Reactant: [Li+].C[Si]([N-][Si](C)(C)C)(C)C.[O:11]=[C:12]1[NH:17][C:16]([N:18]2[CH2:23][CH2:22][CH2:21][CH2:20][CH2:19]2)=[N:15][C:14]([C:24]2[CH:29]=[CH:28][C:27]([CH3:30])=[CH:26][CH:25]=2)=[C:13]1[CH:31]([CH2:36][CH2:37][CH3:38])[C:32]([O:34][CH3:35])=[O:33].[CH2:39](I)[CH3:40].[Cl-].[NH4+]. Product: [CH2:39]([N:17]1[C:12](=[O:11])[C:13]([CH:31]([CH2:36][CH2:37][CH3:38])[C:32]([O:34][CH3:35])=[O:33])=[C:14]([C:24]2[CH:25]=[CH:26][C:27]([CH3:30])=[CH:28][CH:29]=2)[N:15]=[C:16]1[N:18]1[CH2:23][CH2:22][CH2:21][CH2:20][CH2:19]1)[CH3:40]. The catalyst class is: 3. (5) Reactant: [Br:1][C:2]1[CH:3]=[C:4]([CH:17]=[C:18]([Cl:20])[CH:19]=1)[O:5][C:6]1[C:7](=[O:16])[NH:8][CH:9]=[CH:10][C:11]=1[C:12]([F:15])([F:14])[F:13].C(=O)([O-])[O-].[K+].[K+].[NH2:27][S:28]([C:31]1[CH:36]=[CH:35][C:34]([NH:37][C:38](=[O:41])[CH2:39]Br)=[C:33]([Cl:42])[CH:32]=1)(=[O:30])=[O:29]. Product: [NH2:27][S:28]([C:31]1[CH:36]=[CH:35][C:34]([NH:37][C:38](=[O:41])[CH2:39][N:8]2[CH:9]=[CH:10][C:11]([C:12]([F:15])([F:13])[F:14])=[C:6]([O:5][C:4]3[CH:17]=[C:18]([Cl:20])[CH:19]=[C:2]([Br:1])[CH:3]=3)[C:7]2=[O:16])=[C:33]([Cl:42])[CH:32]=1)(=[O:30])=[O:29]. The catalyst class is: 42. (6) Reactant: [F:1][C:2]1[CH:3]=[C:4]([CH:33]=[C:34]([F:36])[CH:35]=1)[CH2:5][C@H:6]([NH:20][C:21]([C:23]1[CH:24]=[C:25]2[C:29](=[CH:30][CH:31]=1)[CH2:28][CH2:27][C:26]2=[O:32])=[O:22])[C@H:7]([OH:19])[CH2:8][NH:9][CH2:10][C:11]1[CH:16]=[CH:15][CH:14]=[C:13]([CH2:17][CH3:18])[CH:12]=1.CCCCCC(COC(C1C=CN=CC=1)=O)C.[BH4-].[Na+]. Product: [F:1][C:2]1[CH:3]=[C:4]([CH:33]=[C:34]([F:36])[CH:35]=1)[CH2:5][C@H:6]([NH:20][C:21]([C:23]1[CH:24]=[C:25]2[C:29](=[CH:30][CH:31]=1)[CH2:28][CH2:27][CH:26]2[OH:32])=[O:22])[C@H:7]([OH:19])[CH2:8][NH:9][CH2:10][C:11]1[CH:16]=[CH:15][CH:14]=[C:13]([CH2:17][CH3:18])[CH:12]=1. The catalyst class is: 5. (7) Reactant: C([Sn]([CH2:12][CH2:13][CH2:14][CH3:15])([CH2:12][CH2:13][CH2:14][CH3:15])[CH2:12][CH2:13][CH2:14][CH3:15])=C.[Cl-].[Li+].BrC1C=[C:21]2[C:25](=[CH:26][CH:27]=1)[N:24]([CH3:28])[C:23]([C:29]1[CH:34]=[CH:33][C:32]([Cl:35])=[CH:31][CH:30]=1)=[C:22]2[CH2:36][CH2:37][C:38]([O:40][CH3:41])=[O:39]. Product: [Cl:35][C:32]1[CH:33]=[CH:34][C:29]([C:23]2[N:24]([CH3:28])[C:25]3[C:21]([C:22]=2[CH2:36][CH2:37][C:38]([O:40][CH3:41])=[O:39])=[CH:12][C:13]([CH:14]=[CH2:15])=[CH:27][CH:26]=3)=[CH:30][CH:31]=1. The catalyst class is: 11.